The task is: Predict the reaction yield, written as a fraction of the theoretical maximum amount of product (1.0 means a 100% yield; for example, 0.34 means a 34% yield).. This data is from Reaction yield outcomes from USPTO patents with 853,638 reactions. (1) The reactants are [O:1]=[C:2]1[C:11]2[C:6](=[CH:7][CH:8]=[CH:9][CH:10]=2)[C:5]([O:12][CH2:13][CH2:14][CH2:15][CH2:16][C:17]([OH:19])=O)=[CH:4][C:3]1=[O:20].CN(C(ON1N=NC2C=CC=CC1=2)=[N+](C)C)C.F[P-](F)(F)(F)(F)F.CCN(C(C)C)C(C)C.Cl.[NH2:55][C:56]1[CH:60]=[C:59]([C:61]([O:63][CH3:64])=[O:62])[N:58]([CH3:65])[CH:57]=1. The catalyst is CN(C=O)C.CCOCC. The product is [CH3:65][N:58]1[C:59]([C:61]([O:63][CH3:64])=[O:62])=[CH:60][C:56]([NH:55][C:17](=[O:19])[CH2:16][CH2:15][CH2:14][CH2:13][O:12][C:5]2[C:6]3[C:11](=[CH:10][CH:9]=[CH:8][CH:7]=3)[C:2](=[O:1])[C:3](=[O:20])[CH:4]=2)=[CH:57]1. The yield is 0.400. (2) The reactants are ClC(Cl)(Cl)CO[C:5](=[O:27])[NH:6][C:7]1[N:8]([C:16]2[CH:21]=[CH:20][CH:19]=[C:18]([O:22][C@@H:23]([CH3:26])[CH2:24][OH:25])[CH:17]=2)[N:9]=[C:10]([C:12]([CH3:15])([CH3:14])[CH3:13])[CH:11]=1.[CH3:30][C@H:31]1[CH2:36][CH2:35][CH2:34][CH2:33][N:32]1[C:37]1[N:41]2[CH:42]=[C:43]([O:46][C@H:47]3[C:56]4[C:51](=[CH:52][CH:53]=[CH:54][CH:55]=4)[C@@H:50]([NH2:57])[CH2:49][CH2:48]3)[CH:44]=[CH:45][C:40]2=[N:39][N:38]=1.CCN(C(C)C)C(C)C. The product is [C:12]([C:10]1[CH:11]=[C:7]([NH:6][C:5]([NH:57][C@@H:50]2[C:51]3[C:56](=[CH:55][CH:54]=[CH:53][CH:52]=3)[C@H:47]([O:46][C:43]3[CH:44]=[CH:45][C:40]4[N:41]([C:37]([N:32]5[CH2:33][CH2:34][CH2:35][CH2:36][C@@H:31]5[CH3:30])=[N:38][N:39]=4)[CH:42]=3)[CH2:48][CH2:49]2)=[O:27])[N:8]([C:16]2[CH:21]=[CH:20][CH:19]=[C:18]([O:22][C@@H:23]([CH3:26])[CH2:24][OH:25])[CH:17]=2)[N:9]=1)([CH3:15])([CH3:13])[CH3:14]. The yield is 0.610. The catalyst is O1CCOCC1. (3) The reactants are [F:1][C@H:2]1[C@H:7]([O:8]S(C)(=O)=O)[CH2:6][CH2:5][N:4]([C:13]([O:15][C:16]([CH3:19])([CH3:18])[CH3:17])=[O:14])[CH2:3]1.[F:20][C:21]1[CH:22]=[CH:23][C:24]2[N:25]([C:27]([C:30]3[CH:39]=[CH:38][C:37]4[C:32](=[C:33](O)[CH:34]=[CH:35][CH:36]=4)[N:31]=3)=[N:28][N:29]=2)[CH:26]=1.C([O-])([O-])=O.[Cs+].[Cs+].CC(N(C)C)=O. The catalyst is CCOC(C)=O.O. The product is [F:1][C@H:2]1[C@@H:7]([O:8][C:33]2[CH:34]=[CH:35][CH:36]=[C:37]3[C:32]=2[N:31]=[C:30]([C:27]2[N:25]4[CH:26]=[C:21]([F:20])[CH:22]=[CH:23][C:24]4=[N:29][N:28]=2)[CH:39]=[CH:38]3)[CH2:6][CH2:5][N:4]([C:13]([O:15][C:16]([CH3:19])([CH3:18])[CH3:17])=[O:14])[CH2:3]1. The yield is 0.810. (4) The reactants are [O:1]=[C:2]1[C:10]2[C:5](=[N:6][C:7]([CH2:11][CH2:12][CH:13]=O)=[CH:8][CH:9]=2)[CH2:4][O:3]1.[CH3:15][O:16][CH2:17][CH2:18][NH:19][CH3:20]. No catalyst specified. The product is [CH3:15][O:16][CH2:17][CH2:18][N:19]([CH3:20])[CH2:13][CH2:12][CH2:11][C:7]1[N:6]=[C:5]2[CH2:4][O:3][C:2](=[O:1])[C:10]2=[CH:9][CH:8]=1. The yield is 0.850. (5) The reactants are [F:1][C:2]1[C:10]([O:11][CH2:12][C:13]2[S:14][C:15]3[CH:21]=[CH:20][C:19]([C:22]4[CH:27]=[CH:26][C:25]([O:28]C)=[CH:24][CH:23]=4)=[CH:18][C:16]=3[N:17]=2)=[CH:9][CH:8]=[C:7]([F:30])[C:3]=1[C:4]([NH2:6])=[O:5].B(Br)(Br)Br. The catalyst is C(Cl)Cl. The product is [F:1][C:2]1[C:10]([O:11][CH2:12][C:13]2[S:14][C:15]3[CH:21]=[CH:20][C:19]([C:22]4[CH:27]=[CH:26][C:25]([OH:28])=[CH:24][CH:23]=4)=[CH:18][C:16]=3[N:17]=2)=[CH:9][CH:8]=[C:7]([F:30])[C:3]=1[C:4]([NH2:6])=[O:5]. The yield is 0.0300.